From a dataset of Retrosynthesis with 50K atom-mapped reactions and 10 reaction types from USPTO. Predict the reactants needed to synthesize the given product. (1) Given the product CCS(=O)(=O)c1ccc(Oc2ccc(NC(=O)c3ccccn3)c(C(=O)OC)c2)cc1, predict the reactants needed to synthesize it. The reactants are: CCS(=O)(=O)c1ccc(Oc2ccc(N)c(C(=O)OC)c2)cc1.O=C(O)c1ccccn1. (2) Given the product COCCOc1cc(CCC(=O)O)n(Cc2ccc(Cl)cc2Cl)n1, predict the reactants needed to synthesize it. The reactants are: CCOC(=O)CCc1cc(OCCOC)nn1Cc1ccc(Cl)cc1Cl. (3) Given the product Cc1cc(OCC2CC2)cc(C)c1-c1csc(N)n1, predict the reactants needed to synthesize it. The reactants are: Cc1cc(OCC2CC2)cc(C)c1C(=O)CBr.NC(N)=S.